This data is from Reaction yield outcomes from USPTO patents with 853,638 reactions. The task is: Predict the reaction yield, written as a fraction of the theoretical maximum amount of product (1.0 means a 100% yield; for example, 0.34 means a 34% yield). (1) The reactants are [N+:1]([CH2:3][C:4]([O:6][CH2:7][CH3:8])=[O:5])#[C-:2].CO[CH:11]([N:14]([CH3:16])[CH3:15])OC. The catalyst is C(O)C. The product is [CH2:7]([O:6][C:4](=[O:5])/[C:3](/[N+:1]#[C-:2])=[CH:11]/[N:14]([CH3:16])[CH3:15])[CH3:8]. The yield is 0.780. (2) The reactants are [NH2:1][CH2:2][C:3]1[CH:4]=[C:5]2[C:9](=[CH:10][CH:11]=1)[C:8](=[O:12])[N:7]([CH:13]1[CH2:18][CH2:17][C:16](=[O:19])[NH:15][C:14]1=[O:20])[CH2:6]2.S(O)(=O)(=O)C.[Br:26][C:27]1[CH:28]=[C:29]([C:38]([F:43])([F:42])[C:39](O)=[O:40])[CH:30]=[CH:31][C:32]=1[O:33][C:34]([F:37])([F:36])[F:35].C(N(C(C)C)CC)(C)C.F[P-](F)(F)(F)(F)F.CN(C(N(C)C)=[N+]1C2C(=NC=CC=2)[N+]([O-])=N1)C. The catalyst is CS(C)=O.CN(C)C=O. The product is [Br:26][C:27]1[CH:28]=[C:29]([C:38]([F:42])([F:43])[C:39]([NH:1][CH2:2][C:3]2[CH:4]=[C:5]3[C:9](=[CH:10][CH:11]=2)[C:8](=[O:12])[N:7]([CH:13]2[CH2:18][CH2:17][C:16](=[O:19])[NH:15][C:14]2=[O:20])[CH2:6]3)=[O:40])[CH:30]=[CH:31][C:32]=1[O:33][C:34]([F:36])([F:37])[F:35]. The yield is 0.601. (3) The reactants are [Br:1][C:2]1[N:3]([C:8]2[C:17]3[C:12](=[CH:13][CH:14]=[CH:15][CH:16]=3)[C:11]([CH:18]3[CH2:20][CH2:19]3)=[CH:10][CH:9]=2)[C:4]([SH:7])=[N:5][N:6]=1.Br[C:22]1([C:26]([O:28][CH2:29][CH3:30])=[O:27])[CH2:25][CH2:24][CH2:23]1.C(N(C(C)C)CC)(C)C. The catalyst is CN(C=O)C. The product is [Br:1][C:2]1[N:3]([C:8]2[C:17]3[C:12](=[CH:13][CH:14]=[CH:15][CH:16]=3)[C:11]([CH:18]3[CH2:20][CH2:19]3)=[CH:10][CH:9]=2)[C:4]([S:7][C:22]2([C:26]([O:28][CH2:29][CH3:30])=[O:27])[CH2:25][CH2:24][CH2:23]2)=[N:5][N:6]=1. The yield is 0.550. (4) The reactants are [H-].[Al+3].[Li+].[H-].[H-].[H-].C[O:8][C:9](=O)[CH2:10][CH2:11][CH2:12][C:13]1[CH:18]=[CH:17][C:16]([CH2:19][CH2:20][O:21][C:22]2[C:31]3[C:26](=[CH:27][CH:28]=[CH:29][CH:30]=3)[N:25]=[CH:24][N:23]=2)=[CH:15][CH:14]=1.CCCCC.C(OCC)(=O)C. The catalyst is C(OCC)C.ClCCl.[O-2].[Mn+4].[O-2]. The product is [N:25]1[C:26]2[C:31](=[CH:30][CH:29]=[CH:28][CH:27]=2)[C:22]([O:21][CH2:20][CH2:19][C:16]2[CH:15]=[CH:14][C:13]([CH2:12][CH2:11][CH2:10][CH2:9][OH:8])=[CH:18][CH:17]=2)=[N:23][CH:24]=1. The yield is 0.490. (5) The reactants are [N:1]1[CH:6]=[CH:5][CH:4]=[C:3]([NH:7][S:8]([C:11]2[CH:12]=[C:13]3[C:17](=[CH:18][CH:19]=2)[NH:16][C:15](=[O:20])[CH2:14]3)(=[O:10])=[O:9])[CH:2]=1.[N:21]1([CH2:26][CH2:27][NH:28][C:29]([C:31]2[C:35]([CH3:36])=[C:34]([CH:37]=O)[NH:33][C:32]=2[CH3:39])=[O:30])[CH2:25][CH2:24][CH2:23][CH2:22]1. No catalyst specified. The product is [N:21]1([CH2:26][CH2:27][NH:28][C:29]([C:31]2[C:35]([CH3:36])=[C:34]([CH:37]=[C:14]3[C:13]4[C:17](=[CH:18][CH:19]=[C:11]([S:8](=[O:10])(=[O:9])[NH:7][C:3]5[CH:2]=[N:1][CH:6]=[CH:5][CH:4]=5)[CH:12]=4)[NH:16][C:15]3=[O:20])[NH:33][C:32]=2[CH3:39])=[O:30])[CH2:25][CH2:24][CH2:23][CH2:22]1. The yield is 0.740. (6) The yield is 0.680. The product is [CH:1]([C:4]1[CH:13]=[C:12]([O:14][CH3:15])[C:11]([C:16]2[N:17]=[CH:18][S:19][CH:20]=2)=[CH:10][C:5]=1[O:6][C:7]1[C:26]([NH2:27])=[N:30][C:32]([NH2:34])=[N:9][CH:8]=1)([CH3:3])[CH3:2]. The reactants are [CH:1]([C:4]1[CH:13]=[C:12]([O:14][CH3:15])[C:11]([C:16]2[N:17]=[CH:18][S:19][CH:20]=2)=[CH:10][C:5]=1[O:6][CH2:7][C:8]#[N:9])([CH3:3])[CH3:2].CC(O[CH:26]([N:30]([CH3:32])C)[N:27](C)C)(C)C.Cl.[NH2:34]C1C=CC=CC=1.C(=O)(O)O.NC(N)=N. The catalyst is O.CN1C(=O)CCC1. (7) The reactants are [NH2:1][C:2]1[C:7]2[C:8](=[O:32])[N:9]([C:13]3[CH:18]=[CH:17][C:16]([N:19]4[CH2:23][CH2:22][N:21]([CH2:24][C:25]([O:27]CC)=[O:26])[C:20]4=[O:30])=[C:15]([CH3:31])[CH:14]=3)[CH2:10][CH2:11][O:12][C:6]=2[N:5]=[CH:4][N:3]=1.O[Li].O.Cl. The catalyst is O1CCOCC1.O. The product is [NH2:1][C:2]1[C:7]2[C:8](=[O:32])[N:9]([C:13]3[CH:18]=[CH:17][C:16]([N:19]4[CH2:23][CH2:22][N:21]([CH2:24][C:25]([OH:27])=[O:26])[C:20]4=[O:30])=[C:15]([CH3:31])[CH:14]=3)[CH2:10][CH2:11][O:12][C:6]=2[N:5]=[CH:4][N:3]=1. The yield is 0.470.